From a dataset of Full USPTO retrosynthesis dataset with 1.9M reactions from patents (1976-2016). Predict the reactants needed to synthesize the given product. (1) Given the product [C:1]([O:5][C:6]([N:8]1[CH2:13][CH2:12][N:11]([C:14]2[N:15]=[C:16]([C:26]3[CH:25]=[CH:24][N:23]=[C:22]([Cl:21])[CH:27]=3)[CH:17]=[CH:18][CH:19]=2)[CH2:10][CH2:9]1)=[O:7])([CH3:4])([CH3:3])[CH3:2], predict the reactants needed to synthesize it. The reactants are: [C:1]([O:5][C:6]([N:8]1[CH2:13][CH2:12][N:11]([C:14]2[CH:19]=[CH:18][CH:17]=[C:16](Br)[N:15]=2)[CH2:10][CH2:9]1)=[O:7])([CH3:4])([CH3:3])[CH3:2].[Cl:21][C:22]1[CH:27]=[C:26](B(O)O)[CH:25]=[CH:24][N:23]=1.C([O-])([O-])=O.[Na+].[Na+]. (2) Given the product [Na+:34].[Na+:34].[NH2:2][C:3]1[NH:8][C:7]2[NH:9][CH:10]=[C:11]([CH2:12][CH2:13][C:14]3[CH:15]=[CH:16][C:17]([C:18]([NH:20][C@H:21]([C:27]([O-:29])=[O:28])[CH2:22][CH2:23][C:24]([O-:26])=[O:25])=[O:19])=[CH:30][CH:31]=3)[C:6]=2[C:5](=[O:32])[N:4]=1.[CH2:44]([OH:45])[C@H:42]([C@H:40]([C@@H:38]([C@@H:36]([CH2:35][OH:46])[OH:37])[OH:39])[OH:41])[OH:43].[Cl-:1].[Na+:34], predict the reactants needed to synthesize it. The reactants are: [ClH:1].[NH2:2][C:3]1[NH:8][C:7]2[NH:9][CH:10]=[C:11]([CH2:12][CH2:13][C:14]3[CH:31]=[CH:30][C:17]([C:18]([NH:20][C@H:21]([C:27]([OH:29])=[O:28])[CH2:22][CH2:23][C:24]([OH:26])=[O:25])=[O:19])=[CH:16][CH:15]=3)[C:6]=2[C:5](=[O:32])[N:4]=1.[OH-].[Na+:34].[CH2:35]([OH:46])[C@H:36]([C@H:38]([C@@H:40]([C@@H:42]([CH2:44][OH:45])[OH:43])[OH:41])[OH:39])[OH:37]. (3) Given the product [CH2:1]([O:8][C:9]1[C:10]([C:33]([OH:35])=[O:34])=[N:11][C:12]([CH2:16][CH:17]2[CH2:18][CH2:19][N:20]([C:23]3[CH:28]=[CH:27][C:26]([C:29]([CH3:30])([CH3:31])[CH3:32])=[CH:25][CH:24]=3)[CH2:21][CH2:22]2)=[N:13][C:14]=1[CH3:15])[C:2]1[CH:7]=[CH:6][CH:5]=[CH:4][CH:3]=1, predict the reactants needed to synthesize it. The reactants are: [CH2:1]([O:8][C:9]1[C:10]([C:33]([O:35]C(C)(C)C)=[O:34])=[N:11][C:12]([CH2:16][CH:17]2[CH2:22][CH2:21][N:20]([C:23]3[CH:28]=[CH:27][C:26]([C:29]([CH3:32])([CH3:31])[CH3:30])=[CH:25][CH:24]=3)[CH2:19][CH2:18]2)=[N:13][C:14]=1[CH3:15])[C:2]1[CH:7]=[CH:6][CH:5]=[CH:4][CH:3]=1.[OH-].[Na+].Cl. (4) Given the product [N:29]1[C:38]2[C:33](=[CH:34][CH:35]=[CH:36][N:37]=2)[CH:32]=[CH:31][C:30]=1[NH:39][C:12]([CH:9]1[CH2:8][CH2:7][N:6]([C:4]2[C:3]3[CH:15]=[CH:16][CH:17]=[CH:18][C:2]=3[S:1][CH:5]=2)[CH2:11][CH2:10]1)=[O:14], predict the reactants needed to synthesize it. The reactants are: [S:1]1[CH:5]=[C:4]([N:6]2[CH2:11][CH2:10][CH:9]([C:12]([OH:14])=O)[CH2:8][CH2:7]2)[C:3]2[CH:15]=[CH:16][CH:17]=[CH:18][C:2]1=2.BrC1C2C=CC=CC=2SC=1.[N:29]1[C:38]2[C:33](=[CH:34][CH:35]=[CH:36][N:37]=2)[CH:32]=[CH:31][C:30]=1[NH2:39]. (5) The reactants are: [ClH:1].[F:2][C:3]1[CH:8]=[CH:7][C:6]([NH:9][C:10]2[N:15]=[C:14]([NH:16][CH2:17][C:18]3[CH:19]=[N:20][C:21]([O:24]C)=[CH:22][CH:23]=3)[N:13]=[C:12]([NH:26][C:27]3[CH:32]=[CH:31][CH:30]=[CH:29][CH:28]=3)[N:11]=2)=[CH:5][CH:4]=1.C(O)(=O)C.Br.Br.C(OC(=O)C)C.Cl. Given the product [ClH:1].[NH:26]([C:12]1[N:11]=[C:10]([NH:9][C:6]2[CH:7]=[CH:8][C:3]([F:2])=[CH:4][CH:5]=2)[N:15]=[C:14]([NH:16][CH2:17][C:18]2[CH:23]=[CH:22][C:21](=[O:24])[NH:20][CH:19]=2)[N:13]=1)[C:27]1[CH:28]=[CH:29][CH:30]=[CH:31][CH:32]=1, predict the reactants needed to synthesize it. (6) Given the product [Br:10][C@@H:4]1[C@@H:5]2[CH2:6][C@@H:1]([C:7](=[O:9])[O:8]2)[CH2:2][CH2:3]1, predict the reactants needed to synthesize it. The reactants are: [C@H:1]1([C:7]([OH:9])=[O:8])[CH2:6][CH2:5][CH:4]=[CH:3][CH2:2]1.[Br:10]N1C(C)(C)C(=O)N(Br)C1=O.[O-2].[Ca+2].O.